From a dataset of Forward reaction prediction with 1.9M reactions from USPTO patents (1976-2016). Predict the product of the given reaction. (1) The product is: [O:3]=[C:2]1[NH:1][CH:7]([CH2:8][C:9]([NH:25][C:24]2[CH:23]=[CH:22][C:21]([CH2:20][N:19]3[C:18]4[CH:28]=[CH:29][CH:30]=[CH:31][C:17]=4[N:16]=[C:15]3[CH:12]([CH3:14])[CH3:13])=[CH:27][CH:26]=2)=[O:11])[C:5](=[O:6])[NH:4]1. Given the reactants [NH:1]1[CH:7]([CH2:8][C:9]([OH:11])=O)[C:5](=[O:6])[NH:4][C:2]1=[O:3].[CH:12]([C:15]1[N:19]([CH2:20][C:21]2[CH:27]=[CH:26][C:24]([NH2:25])=[CH:23][CH:22]=2)[C:18]2[CH:28]=[CH:29][CH:30]=[CH:31][C:17]=2[N:16]=1)([CH3:14])[CH3:13], predict the reaction product. (2) Given the reactants [N+:1]([C:4]1[CH:9]=[CH:8][C:7]([N:10]2[CH:14]=[C:13]([Si](C)(C)C)[N:12]=[N:11]2)=[CH:6][CH:5]=1)([O-:3])=[O:2].C1C(=O)N([Cl:26])C(=O)C1, predict the reaction product. The product is: [Cl:26][C:13]1[N:12]=[N:11][N:10]([C:7]2[CH:8]=[CH:9][C:4]([N+:1]([O-:3])=[O:2])=[CH:5][CH:6]=2)[CH:14]=1. (3) The product is: [C:18]([C:4]1[C:3]([C:25]2[CH:30]=[CH:29][CH:28]=[C:27]([C:31]#[N:32])[CH:26]=2)=[C:2]([Cl:1])[N:6]2[CH2:7][CH2:8][N:9]([C:11]([O:13][C:14]([CH3:17])([CH3:16])[CH3:15])=[O:12])[CH2:10][C:5]=12)(=[O:19])[NH2:20]. Given the reactants [Cl:1][C:2]1[N:6]2[CH2:7][CH2:8][N:9]([C:11]([O:13][C:14]([CH3:17])([CH3:16])[CH3:15])=[O:12])[CH2:10][C:5]2=[C:4]([C:18]([N:20]2C=CN=C2)=[O:19])[C:3]=1[C:25]1[CH:30]=[CH:29][CH:28]=[C:27]([C:31]#[N:32])[CH:26]=1.N.O, predict the reaction product. (4) Given the reactants Br[C:2]1[CH:29]=[C:28]([Cl:30])[CH:27]=[CH:26][C:3]=1[CH2:4][NH:5][C@H:6]1[C@H:10]([C:11]2[CH:16]=[CH:15][CH:14]=[CH:13][N:12]=2)[CH2:9][N:8]([S:17]([C:20]2[N:21]=[CH:22][N:23]([CH3:25])[CH:24]=2)(=[O:19])=[O:18])[CH2:7]1.C(N(CC)CC)C.[C]=O.[CH3:40][OH:41], predict the reaction product. The product is: [Cl:30][C:28]1[CH:29]=[C:2]2[C:3]([CH2:4][N:5]([C@H:6]3[C@H:10]([C:11]4[CH:16]=[CH:15][CH:14]=[CH:13][N:12]=4)[CH2:9][N:8]([S:17]([C:20]4[N:21]=[CH:22][N:23]([CH3:25])[CH:24]=4)(=[O:19])=[O:18])[CH2:7]3)[C:40]2=[O:41])=[CH:26][CH:27]=1. (5) Given the reactants [CH2:1]([C@@H:5]1[NH:10][CH2:9][C@H:8]([CH:11]=[CH:12][CH3:13])[NH:7][C:6]1=[O:14])[CH:2]([CH3:4])[CH3:3].[F:15][C:16]1[CH:21]=[CH:20][C:19]([C:22]2[O:26][N:25]=[C:24]([CH:27]=O)[CH:23]=2)=[CH:18][CH:17]=1.C([C@@H]1N(CC2C=C(C3C=CC=CC=3)ON=2)C[C@H](CC(C)C)NC1=O)C(C)C, predict the reaction product. The product is: [F:15][C:16]1[CH:17]=[CH:18][C:19]([C:22]2[O:26][N:25]=[C:24]([CH2:27][N:10]3[CH2:9][C@H:8](/[CH:11]=[CH:12]/[CH3:13])[NH:7][C:6](=[O:14])[C@@H:5]3[CH2:1][CH:2]([CH3:4])[CH3:3])[CH:23]=2)=[CH:20][CH:21]=1.